Dataset: Full USPTO retrosynthesis dataset with 1.9M reactions from patents (1976-2016). Task: Predict the reactants needed to synthesize the given product. (1) Given the product [CH3:9][N:6]1[C:7](=[O:8])[C:2]([N:31]2[CH2:32][CH2:33][N:28]([CH3:27])[CH2:29][CH2:30]2)=[C:3]2[C:12](=[O:13])[N:11]([CH2:14][CH2:15][C:16]3[CH:25]=[CH:24][C:23]4[C:18](=[CH:19][CH:20]=[CH:21][CH:22]=4)[N:17]=3)[C:10](=[O:26])[C:4]2=[CH:5]1, predict the reactants needed to synthesize it. The reactants are: Cl[C:2]1[C:7](=[O:8])[N:6]([CH3:9])[CH:5]=[C:4]2[C:10](=[O:26])[N:11]([CH2:14][CH2:15][C:16]3[CH:25]=[CH:24][C:23]4[C:18](=[CH:19][CH:20]=[CH:21][CH:22]=4)[N:17]=3)[C:12](=[O:13])[C:3]=12.[CH3:27][N:28]1[CH2:33][CH2:32][NH:31][CH2:30][CH2:29]1. (2) Given the product [Br:1][C:2]1[CH:11]=[C:10]2[C:5]([C:6]([NH:41][C:38]3[CH:37]=[C:36]([CH3:35])[NH:40][N:39]=3)=[N:7][C:8]([C:12]([F:21])([F:20])[C:13]3[CH:18]=[CH:17][C:16]([F:19])=[CH:15][N:14]=3)=[N:9]2)=[CH:4][CH:3]=1, predict the reactants needed to synthesize it. The reactants are: [Br:1][C:2]1[CH:11]=[C:10]2[C:5]([C:6](SC)=[N:7][C:8]([C:12]([F:21])([F:20])[C:13]3[CH:18]=[CH:17][C:16]([F:19])=[CH:15][N:14]=3)=[N:9]2)=[CH:4][CH:3]=1.ClC1C=C(C=CC=1)C(OO)=O.[CH3:35][C:36]1[NH:40][N:39]=[C:38]([NH2:41])[CH:37]=1. (3) Given the product [N:8]1([CH:11]2[CH2:14][N:13]([C:15]([C:17]3[S:21][C:20]4[CH:22]=[C:23]([C:26]([F:28])([F:27])[F:29])[CH:24]=[CH:25][C:19]=4[CH:18]=3)=[O:16])[CH2:12]2)[CH2:9][CH2:10][NH:5][CH2:6][CH2:7]1, predict the reactants needed to synthesize it. The reactants are: FC(F)(F)C([N:5]1[CH2:10][CH2:9][N:8]([CH:11]2[CH2:14][N:13]([C:15]([C:17]3[S:21][C:20]4[CH:22]=[C:23]([C:26]([F:29])([F:28])[F:27])[CH:24]=[CH:25][C:19]=4[CH:18]=3)=[O:16])[CH2:12]2)[CH2:7][CH2:6]1)=O. (4) The reactants are: Cl[C:2](Cl)([O:4]C(=O)OC(Cl)(Cl)Cl)Cl.[F:13][C:14]([F:22])([F:21])[CH:15]([OH:20])[C:16]([F:19])([F:18])[F:17].C(N(C(C)C)C(C)C)C.[N:32]1([CH2:38][C:39]2[CH:44]=[CH:43][C:42]([N:45]3[CH2:50][CH2:49][O:48][CH2:47][CH2:46]3)=[CH:41][C:40]=2[C:51]([F:54])([F:53])[F:52])[CH2:37][CH2:36][NH:35][CH2:34][CH2:33]1. Given the product [N:45]1([C:42]2[CH:43]=[CH:44][C:39]([CH2:38][N:32]3[CH2:37][CH2:36][N:35]([C:2]([O:20][CH:15]([C:16]([F:19])([F:18])[F:17])[C:14]([F:22])([F:21])[F:13])=[O:4])[CH2:34][CH2:33]3)=[C:40]([C:51]([F:54])([F:53])[F:52])[CH:41]=2)[CH2:50][CH2:49][O:48][CH2:47][CH2:46]1, predict the reactants needed to synthesize it. (5) The reactants are: C([NH:5][S:6]([C:9]1[CH:14]=[CH:13][CH:12]=[C:11]([C:15]2[N:16]=[CH:17][N:18]([C:20]3[N:25]=[C:24]([CH3:26])[CH:23]=[C:22]([C:27]4[CH:32]=[CH:31][C:30]([Cl:33])=[C:29]([CH3:34])[CH:28]=4)[N:21]=3)[CH:19]=2)[CH:10]=1)(=[O:8])=[O:7])(C)(C)C.C(O)(C(F)(F)F)=O. Given the product [Cl:33][C:30]1[CH:31]=[CH:32][C:27]([C:22]2[CH:23]=[C:24]([CH3:26])[N:25]=[C:20]([N:18]3[CH:19]=[C:15]([C:11]4[CH:10]=[C:9]([S:6]([NH2:5])(=[O:7])=[O:8])[CH:14]=[CH:13][CH:12]=4)[N:16]=[CH:17]3)[N:21]=2)=[CH:28][C:29]=1[CH3:34], predict the reactants needed to synthesize it. (6) Given the product [CH3:31][O:30][CH2:29][C:28]1[N:1]([C:3]2[N:8]=[C:7]([CH3:9])[N:6]=[C:5]([C@@H:10]3[CH2:12][C@H:11]3[C:13]3[N:17]([CH3:18])[C:16]4[CH:19]=[CH:20][CH:21]=[CH:22][C:15]=4[N:14]=3)[CH:4]=2)[N:2]=[C:25]([CH3:26])[N:27]=1, predict the reactants needed to synthesize it. The reactants are: [NH:1]([C:3]1[N:8]=[C:7]([CH3:9])[N:6]=[C:5]([C@@H:10]2[CH2:12][C@H:11]2[C:13]2[N:17]([CH3:18])[C:16]3[CH:19]=[CH:20][CH:21]=[CH:22][C:15]=3[N:14]=2)[CH:4]=1)[NH2:2].CN(C)[C:25](=[N:27][C:28](=O)[CH2:29][O:30][CH3:31])[CH3:26]. (7) Given the product [CH2:9]([N:8]1[C:3]2=[N:1][N:2]([CH2:26][C:16]3[C:25]4[C:20](=[CH:21][CH:22]=[CH:23][CH:24]=4)[CH:19]=[CH:18][CH:17]=3)[C:34]([C:30]3[S:31][CH:32]=[CH:33][C:29]=3[CH3:28])=[C:4]2[C:5](=[O:15])[N:6]([CH3:14])[C:7]1=[O:13])[CH:10]([CH3:11])[CH3:12], predict the reactants needed to synthesize it. The reactants are: [NH:1]([C:3]1[N:8]([CH2:9][CH:10]([CH3:12])[CH3:11])[C:7](=[O:13])[N:6]([CH3:14])[C:5](=[O:15])[CH:4]=1)[NH2:2].[C:16]1([CH:26]=O)[C:25]2[C:20](=[CH:21][CH:22]=[CH:23][CH:24]=2)[CH:19]=[CH:18][CH:17]=1.[CH3:28][C:29]1[CH:33]=[CH:32][S:31][C:30]=1[CH:34]=O. (8) The reactants are: [CH3:1][O:2][C:3](=[O:12])[C:4]1[CH:9]=[CH:8][C:7]([OH:10])=[C:6]([Cl:11])[CH:5]=1.[Na+].[I-].C([O-])([O-])=O.[K+].[K+].Br[CH2:22][CH:23]1[CH2:25][CH2:24]1. Given the product [CH3:1][O:2][C:3](=[O:12])[C:4]1[CH:9]=[CH:8][C:7]([O:10][CH2:22][CH:23]2[CH2:25][CH2:24]2)=[C:6]([Cl:11])[CH:5]=1, predict the reactants needed to synthesize it. (9) Given the product [C:24]([C:26]1[CH:27]=[C:28]([NH:32][N:33]([C:3]2[CH:4]=[CH:5][CH:6]=[CH:7][CH:8]=2)[C:34]([NH:36][C:37]2[CH:38]=[CH:39][C:40]([N:43]3[CH2:48][CH2:47][CH2:46][CH2:45][C:44]3=[O:49])=[CH:41][CH:42]=2)=[O:35])[CH:29]=[CH:30][CH:31]=1)#[N:25], predict the reactants needed to synthesize it. The reactants are: C([C:3]1[CH:4]=[C:5](N(C(OC(C)(C)C)=O)N[C:3]2[CH:8]=[CH:7][CH:6]=[CH:5][CH:4]=2)[CH:6]=[CH:7][CH:8]=1)#N.[C:24]([C:26]1[CH:27]=[C:28]([NH:32][NH:33][C:34]([NH:36][C:37]2[CH:42]=[CH:41][C:40]([N:43]3[CH2:48][CH2:47][CH2:46][CH2:45][C:44]3=[O:49])=[C:39](C)[CH:38]=2)=[O:35])[CH:29]=[CH:30][CH:31]=1)#[N:25]. (10) Given the product [CH:43]12[NH:42][CH:46]([CH2:45][CH2:44]1)[CH2:47][C:48](=[C:2]1[C:15]3[CH:14]=[CH:13][CH:12]=[C:11]([C:16]([NH2:18])=[O:17])[C:10]=3[S:9][C:8]3[C:3]1=[CH:4][CH:5]=[CH:6][CH:7]=3)[CH2:50]2, predict the reactants needed to synthesize it. The reactants are: O=[C:2]1[C:15]2[CH:14]=[CH:13][CH:12]=[C:11]([C:16]([NH2:18])=[O:17])[C:10]=2[S:9][C:8]2[C:3]1=[CH:4][CH:5]=[CH:6][CH:7]=2.OC1C2OC3C(=CC=CC=3)C(=O)C=2C=CC=1.CC(OC([N:42]1[C@@H:46]2[CH2:47][C:48]([CH2:50][C@H:43]1[CH2:44][CH2:45]2)=O)=O)(C)C.